This data is from Full USPTO retrosynthesis dataset with 1.9M reactions from patents (1976-2016). The task is: Predict the reactants needed to synthesize the given product. (1) Given the product [Cl:2][C:3]1[C:12]2[C:7](=[CH:8][CH:9]=[CH:10][CH:11]=2)[CH:6]=[CH:5][C:4]=1[NH:13][CH2:14][CH2:15][NH:16][CH2:23][C:18]1[CH:19]=[CH:20][CH:21]=[CH:22][N:17]=1, predict the reactants needed to synthesize it. The reactants are: [Cl-].[Cl:2][C:3]1[C:12]2[C:7](=[CH:8][CH:9]=[CH:10][CH:11]=2)[CH:6]=[CH:5][C:4]=1[NH:13][CH2:14][CH2:15][NH3+:16].[N:17]1[CH:22]=[CH:21][CH:20]=[CH:19][C:18]=1[CH:23]=O. (2) Given the product [CH2:3]([C@@H:2]([C:1]([N:8]1[C@@H:12]([CH2:13][C:14]2[CH:19]=[CH:18][CH:17]=[CH:16][CH:15]=2)[CH2:11][O:10][C:9]1=[O:20])=[O:7])[CH2:32][C:33]([O:35][CH3:36])=[O:34])[CH2:4][CH2:5][CH3:6], predict the reactants needed to synthesize it. The reactants are: [C:1]([N:8]1[C@@H:12]([CH2:13][C:14]2[CH:19]=[CH:18][CH:17]=[CH:16][CH:15]=2)[CH2:11][O:10][C:9]1=[O:20])(=[O:7])[CH2:2][CH2:3][CH2:4][CH2:5][CH3:6].C[Si](C)(C)[N-][Si](C)(C)C.[Na+].Br[CH2:32][C:33]([O:35][CH3:36])=[O:34]. (3) Given the product [O:8]([C:12]1[CH:11]=[C:10]([I:9])[CH:15]=[CH:14][CH:13]=1)[C:4]1[CH:3]=[C:2]([I:1])[CH:7]=[CH:6][CH:5]=1, predict the reactants needed to synthesize it. The reactants are: [I:1][C:2]1[CH:3]=[C:4]([OH:8])[CH:5]=[CH:6][CH:7]=1.[I:9][C:10]1[CH:15]=[CH:14][CH:13]=[C:12](I)[CH:11]=1.P([O-])([O-])([O-])=O.[K+].[K+].[K+].N1C=CC=CC=1C(O)=O. (4) Given the product [Br:1][C:2]1[CH:9]=[CH:8][C:7]([C:10]([F:11])([F:12])[F:13])=[CH:6][C:3]=1[CH2:4][O:5][CH2:22][O:23][CH3:24], predict the reactants needed to synthesize it. The reactants are: [Br:1][C:2]1[CH:9]=[CH:8][C:7]([C:10]([F:13])([F:12])[F:11])=[CH:6][C:3]=1[CH:4]=[O:5].BrC1C=CC(F)=CC=1[CH2:22][O:23][CH2:24]OC. (5) Given the product [Cl:19][C:17]1[CH:16]=[CH:15][C:14]([OH:20])=[C:13]([C:9]2[CH2:10][CH2:11][CH2:12][C:8]=2[C:5]2[N:4]=[C:3]([C:22]([OH:24])=[O:23])[C:2]([S:28][CH3:27])=[CH:7][CH:6]=2)[CH:18]=1, predict the reactants needed to synthesize it. The reactants are: Cl[C:2]1[C:3]([C:22]([O:24]CC)=[O:23])=[N:4][C:5]([C:8]2[CH2:12][CH2:11][CH2:10][C:9]=2[C:13]2[CH:18]=[C:17]([Cl:19])[CH:16]=[CH:15][C:14]=2[O:20]C)=[CH:6][CH:7]=1.[CH3:27][S-:28].[Na+].C(O)(=O)C.